From a dataset of Reaction yield outcomes from USPTO patents with 853,638 reactions. Predict the reaction yield, written as a fraction of the theoretical maximum amount of product (1.0 means a 100% yield; for example, 0.34 means a 34% yield). (1) The reactants are [C:1]([O:5][C:6]([NH:8][C:9]1[N:10]=[CH:11][C:12]([C:15]2[N:19]([C:20]3[N:21]=[N:22][C:23]([O:26][CH3:27])=[CH:24][CH:25]=3)[N:18]=[C:17]([C:28]([O:30]C)=[O:29])[CH:16]=2)=[N:13][CH:14]=1)=[O:7])([CH3:4])([CH3:3])[CH3:2].[OH-].[Na+].Cl.O. The catalyst is O1CCCC1.CO. The product is [C:1]([O:5][C:6]([NH:8][C:9]1[N:10]=[CH:11][C:12]([C:15]2[N:19]([C:20]3[N:21]=[N:22][C:23]([O:26][CH3:27])=[CH:24][CH:25]=3)[N:18]=[C:17]([C:28]([OH:30])=[O:29])[CH:16]=2)=[N:13][CH:14]=1)=[O:7])([CH3:4])([CH3:2])[CH3:3]. The yield is 0.860. (2) The reactants are [C:1]([O:5][C:6]([N:8]([C@H:16]1[CH2:24][CH2:23][CH2:22][C@H:21]([O:25][CH2:26][C:27]([CH3:29])=[CH2:28])[C@@H:20]([O:30][C:31]2[CH:36]=[CH:35][CH:34]=[CH:33][CH:32]=2)[C@H:19]([CH3:37])[O:18][C:17]1=[O:38])[C:9](=[O:15])[O:10][C:11]([CH3:14])([CH3:13])[CH3:12])=[O:7])([CH3:4])([CH3:3])[CH3:2]. The catalyst is CCOC(C)=O.[Pd]. The product is [C:11]([O:10][C:9]([N:8]([C@H:16]1[CH2:24][CH2:23][CH2:22][C@H:21]([O:25][CH2:26][CH:27]([CH3:28])[CH3:29])[C@@H:20]([O:30][C:31]2[CH:36]=[CH:35][CH:34]=[CH:33][CH:32]=2)[C@H:19]([CH3:37])[O:18][C:17]1=[O:38])[C:6](=[O:7])[O:5][C:1]([CH3:2])([CH3:3])[CH3:4])=[O:15])([CH3:13])([CH3:14])[CH3:12]. The yield is 0.980. (3) The yield is 0.540. No catalyst specified. The product is [NH2:3][CH2:12][CH2:13][CH2:14][CH2:15][C:16]1[CH:17]=[CH:18][C:19]([S:22]([NH:25][C@@H:26]([CH:30]([CH3:32])[CH3:31])[C:27]([NH2:29])=[O:28])(=[O:24])=[O:23])=[CH:20][CH:21]=1. The reactants are O=C1C2C(=CC=CC=2)C(=O)[N:3]1[CH2:12][CH2:13][CH2:14][CH2:15][C:16]1[CH:21]=[CH:20][C:19]([S:22]([NH:25][C@@H:26]([CH:30]([CH3:32])[CH3:31])[C:27]([NH2:29])=[O:28])(=[O:24])=[O:23])=[CH:18][CH:17]=1.CN. (4) The reactants are [CH3:1][O:2][C:3](=[O:21])[C:4]1[CH:9]=[C:8]([O:10][CH3:11])[CH:7]=[C:6]([O:12][CH2:13][CH:14](OCC)OCC)[CH:5]=1. The catalyst is C1C=CC=CC=1. The product is [CH3:1][O:2][C:3]([C:4]1[CH:9]=[C:8]([O:10][CH3:11])[CH:7]=[C:6]2[O:12][CH:13]=[CH:14][C:5]=12)=[O:21]. The yield is 0.620. (5) The reactants are [Br:1][C:2]1[CH:3]=[C:4]([NH:8]N=C2CCCNC2=O)[CH:5]=[CH:6][CH:7]=1.[C:17](=[O:20])([O-])[O-].[Na+].[Na+]. The catalyst is C(O)=O. The product is [Br:1][C:2]1[CH:3]=[C:4]2[C:5]([C:2]3[CH2:3][CH2:4][NH:8][C:17](=[O:20])[C:7]=3[NH:8]2)=[CH:6][CH:7]=1. The yield is 0.560. (6) The yield is 0.490. The reactants are [CH2:1]([N:8]([CH2:18][C:19]1[CH:24]=[CH:23][CH:22]=[CH:21][CH:20]=1)[C:9]1[CH:14]=[C:13]([CH3:15])[C:12](I)=[CH:11][C:10]=1[CH3:17])[C:2]1[CH:7]=[CH:6][CH:5]=[CH:4][CH:3]=1.C([Li])CCC.CN(C)[CH:32]=[O:33].Cl. The catalyst is C1(C)C=CC=CC=1.[Cl-].[Na+].O. The product is [CH2:1]([N:8]([CH2:18][C:19]1[CH:24]=[CH:23][CH:22]=[CH:21][CH:20]=1)[C:9]1[C:10]([CH3:17])=[CH:11][C:12]([CH:32]=[O:33])=[C:13]([CH3:15])[CH:14]=1)[C:2]1[CH:7]=[CH:6][CH:5]=[CH:4][CH:3]=1. (7) The reactants are [C:1]([C:5]1[CH:32]=[CH:31][C:8]2[N:9]([CH2:23][O:24][CH2:25][CH2:26][Si:27]([CH3:30])([CH3:29])[CH3:28])[C:10]([CH2:12][CH:13]3[CH2:16][CH:15]([C:17](N(OC)C)=[O:18])[CH2:14]3)=[N:11][C:7]=2[CH:6]=1)([CH3:4])([CH3:3])[CH3:2].[H-].C([Al+]CC(C)C)C(C)C. The catalyst is O1CCCC1.C1(C)C=CC=CC=1. The product is [C:1]([C:5]1[CH:32]=[CH:31][C:8]2[N:9]([CH2:23][O:24][CH2:25][CH2:26][Si:27]([CH3:28])([CH3:29])[CH3:30])[C:10]([CH2:12][CH:13]3[CH2:16][CH:15]([CH:17]=[O:18])[CH2:14]3)=[N:11][C:7]=2[CH:6]=1)([CH3:4])([CH3:2])[CH3:3]. The yield is 1.30. (8) The reactants are [H-].[Na+].[CH3:3][C:4]([O:7][C:8]([NH:10][C@H:11]([C:15]([OH:17])=[O:16])[CH2:12][CH2:13][OH:14])=[O:9])([CH3:6])[CH3:5].[CH2:18](Br)[CH:19]=[CH2:20]. The catalyst is CN(C=O)C. The product is [CH2:20]([O:14][CH2:13][CH2:12][C@H:11]([NH:10][C:8]([O:7][C:4]([CH3:3])([CH3:5])[CH3:6])=[O:9])[C:15]([OH:17])=[O:16])[CH:19]=[CH2:18]. The yield is 0.930. (9) The reactants are [CH3:1][NH:2][C:3](=[O:22])[C:4](=[O:21])[CH2:5][CH2:6][CH2:7][CH2:8][CH2:9][CH2:10][C:11]([O:13]CC1C=CC=CC=1)=[O:12]. The catalyst is CO.[Pd]. The product is [CH3:1][NH:2][C:3](=[O:22])[C:4](=[O:21])[CH2:5][CH2:6][CH2:7][CH2:8][CH2:9][CH2:10][C:11]([OH:13])=[O:12]. The yield is 0.890.